Dataset: Reaction yield outcomes from USPTO patents with 853,638 reactions. Task: Predict the reaction yield, written as a fraction of the theoretical maximum amount of product (1.0 means a 100% yield; for example, 0.34 means a 34% yield). The reactants are [CH3:1][N:2]1[C:10]2[C:5](=[CH:6][C:7]([CH:11]([C:13]3[CH:14]=[C:15]4[C:19](=[CH:20][CH:21]=3)[N:18]([CH3:22])[N:17]=[CH:16]4)O)=[CH:8][CH:9]=2)[CH:4]=[N:3]1.C(Cl)Cl.S(Cl)(Cl)=O.[N:30]1([C:36]([O:38][C:39]([CH3:42])([CH3:41])[CH3:40])=[O:37])[CH2:35][CH2:34][NH:33][CH2:32][CH2:31]1. The catalyst is C(#N)C. The product is [CH3:1][N:2]1[C:10]2[C:5](=[CH:6][C:7]([CH:11]([C:13]3[CH:14]=[C:15]4[C:19](=[CH:20][CH:21]=3)[N:18]([CH3:22])[N:17]=[CH:16]4)[N:33]3[CH2:32][CH2:31][N:30]([C:36]([O:38][C:39]([CH3:42])([CH3:41])[CH3:40])=[O:37])[CH2:35][CH2:34]3)=[CH:8][CH:9]=2)[CH:4]=[N:3]1. The yield is 0.560.